This data is from Full USPTO retrosynthesis dataset with 1.9M reactions from patents (1976-2016). The task is: Predict the reactants needed to synthesize the given product. Given the product [CH3:48][C:43]1[C:44]([OH:47])=[CH:45][CH:46]=[C:41]2[C:42]=1[O:49][CH:34]([C:35]1[CH:36]=[CH:37][CH:38]=[CH:39][CH:40]=1)[CH2:33][CH2:32]2, predict the reactants needed to synthesize it. The reactants are: C1(/C=C/CO)C=CC=CC=1.CC1C(O)=CC=CC=1O.O.C1(C)C=CC(S(O)(=O)=O)=CC=1.[CH2:32]([C:41]1[CH:46]=[CH:45][C:44]([OH:47])=[C:43]([CH3:48])[C:42]=1[OH:49])[CH:33]=[CH:34][C:35]1[CH:40]=[CH:39][CH:38]=[CH:37][CH:36]=1.C(C1C=C(CC=CC2C=CC=CC=2)C(O)=C(C)C=1O)C=CC1C=CC=CC=1.